This data is from Forward reaction prediction with 1.9M reactions from USPTO patents (1976-2016). The task is: Predict the product of the given reaction. (1) Given the reactants Cl.[Cl:2][C:3]1[CH:4]=[CH:5][C:6]([S:11][CH3:12])=[C:7]([CH2:9][NH2:10])[CH:8]=1.C(N(CC)CC)C.C(OC(OC(C)(C)C)=O)(OC(C)(C)C)=[O:21].Cl, predict the reaction product. The product is: [ClH:2].[Cl:2][C:3]1[CH:4]=[CH:5][C:6]([S:11]([CH3:12])=[O:21])=[C:7]([CH2:9][NH2:10])[CH:8]=1. (2) Given the reactants [CH3:1][O:2][C:3]1[CH:8]=[CH:7][CH:6]=[CH:5][C:4]=1[NH:9][C:10]1[CH:18]=[CH:17][CH:16]=[C:12]([C:13]([OH:15])=O)[C:11]=1[C:19]([OH:21])=O.Cl.[NH2:23][CH:24]1[CH2:30][CH2:29][C:28](=[O:31])[NH:27][C:25]1=[O:26], predict the reaction product. The product is: [CH3:1][O:2][C:3]1[CH:8]=[CH:7][CH:6]=[CH:5][C:4]=1[NH:9][C:10]1[CH:18]=[CH:17][CH:16]=[C:12]2[C:11]=1[C:19](=[O:21])[N:23]([CH:24]1[CH2:30][CH2:29][C:28](=[O:31])[NH:27][C:25]1=[O:26])[C:13]2=[O:15].